Task: Predict the reaction yield, written as a fraction of the theoretical maximum amount of product (1.0 means a 100% yield; for example, 0.34 means a 34% yield).. Dataset: Reaction yield outcomes from USPTO patents with 853,638 reactions (1) The reactants are [Cl:1][C:2]1[CH:7]=[CH:6][C:5]([C:8]([C:11]2[N:15]([C:16]3[CH:21]=[CH:20][C:19]([F:22])=[CH:18][CH:17]=3)[C:14]([S:23][CH2:24][C:25]3[C:33]([F:34])=[CH:32][C:28](C(O)=O)=[CH:27][C:26]=3[F:35])=[N:13][CH:12]=2)([CH3:10])[CH3:9])=[CH:4][C:3]=1[O:36][CH3:37].C1C=CC(P(N=[N+]=[N-])(C2C=CC=CC=2)=[O:45])=CC=1.CC[N:57]([CH:61](C)C)C(C)C.[C:64]([OH:68])([CH3:67])([CH3:66])[CH3:65]. The catalyst is C1(C)C=CC=CC=1.CCOC(C)=O. The product is [Cl:1][C:2]1[CH:7]=[CH:6][C:5]([C:8]([C:11]2[N:15]([C:16]3[CH:17]=[CH:18][C:19]([F:22])=[CH:20][CH:21]=3)[C:14]([S:23][CH2:24][C:25]3[C:33]([F:34])=[CH:32][C:28]([NH:57][C:61](=[O:45])[O:68][C:64]([CH3:67])([CH3:66])[CH3:65])=[CH:27][C:26]=3[F:35])=[N:13][CH:12]=2)([CH3:10])[CH3:9])=[CH:4][C:3]=1[O:36][CH3:37]. The yield is 0.740. (2) The reactants are [F:1][C:2]1[C:10]([OH:11])=[C:9]2[C:5]([CH:6]=[C:7]([C:12](O)=[O:13])[NH:8]2)=[CH:4][C:3]=1[O:15][C:16]1[CH:17]=[N:18][C:19]([S:22]([CH3:25])(=[O:24])=[O:23])=[CH:20][CH:21]=1.[NH4+].O[N:28]1C2C=CC=CC=2N=N1.Cl.C(N=C=NCCCN(C)C)C. The catalyst is CN(C)C=O. The product is [F:1][C:2]1[C:10]([OH:11])=[C:9]2[C:5]([CH:6]=[C:7]([C:12]([NH2:28])=[O:13])[NH:8]2)=[CH:4][C:3]=1[O:15][C:16]1[CH:17]=[N:18][C:19]([S:22]([CH3:25])(=[O:24])=[O:23])=[CH:20][CH:21]=1. The yield is 0.220. (3) The reactants are Cl[C:2]1[CH:7]=[C:6]([NH:8][CH2:9][CH:10]=[CH2:11])[C:5]([Cl:12])=[C:4]([C:13]([O:15][CH3:16])=[O:14])[N:3]=1.[F-:17].[Cs+].[CH2:19]([CH2:22][O:23][CH3:24])OC. The catalyst is ClCCl.O. The product is [Cl:12][C:5]1[C:6]([NH:8][CH2:9][CH:10]=[CH2:11])=[CH:7][C:2]([C:2]2[CH:7]=[CH:6][C:5]([Cl:12])=[C:22]([O:23][CH3:24])[C:19]=2[F:17])=[N:3][C:4]=1[C:13]([O:15][CH3:16])=[O:14]. The yield is 0.290. (4) The reactants are [Cl:1][C:2]1[N:10]=[C:9]2[C:5]([NH:6][C:7](=[O:19])[N:8]2[C:11]2[CH:16]=[CH:15][CH:14]=[C:13]([O:17][CH3:18])[CH:12]=2)=[CH:4][N:3]=1.C(N=P1(N(CC)CC)N(C)CCCN1C)(C)(C)C.[F:38][C:39]1[CH:46]=[CH:45][CH:44]=[CH:43][C:40]=1[CH2:41]Br. The catalyst is C(#N)C. The product is [F:38][C:39]1[CH:46]=[CH:45][CH:44]=[CH:43][C:40]=1[CH2:41][N:6]1[C:5]2[C:9](=[N:10][C:2]([Cl:1])=[N:3][CH:4]=2)[N:8]([C:11]2[CH:16]=[CH:15][CH:14]=[C:13]([O:17][CH3:18])[CH:12]=2)[C:7]1=[O:19]. The yield is 0.920. (5) The reactants are C(Cl)(Cl)Cl.[C:5]([C:9]1[CH:14]=[CH:13][C:12]([CH:15]2[C:19]([OH:20])=[C:18]([C:21]([CH3:23])=[O:22])[CH2:17][S:16]2)=[CH:11][CH:10]=1)([CH3:8])([CH3:7])[CH3:6].S(Cl)(Cl)(=O)=O. The catalyst is O. The product is [C:5]([C:9]1[CH:10]=[CH:11][C:12]([C:15]2[S:16][CH:17]=[C:18]([C:21]([CH3:23])=[O:22])[C:19]=2[OH:20])=[CH:13][CH:14]=1)([CH3:8])([CH3:6])[CH3:7]. The yield is 0.630.